Dataset: Reaction yield outcomes from USPTO patents with 853,638 reactions. Task: Predict the reaction yield, written as a fraction of the theoretical maximum amount of product (1.0 means a 100% yield; for example, 0.34 means a 34% yield). (1) The yield is 0.390. The product is [Br:57][CH2:58][C:59]([N:46]([CH2:45][CH2:44][N:2]([CH3:1])[C:3](=[O:43])[O:4][C:5]1[C:6]2[CH:42]=[CH:41][CH:40]=[CH:39][C:7]=2[C:8]2[C@H:9]([CH2:37][Cl:38])[CH2:10][N:11]([C:14](=[O:36])[CH2:15][CH2:16][CH2:17][C:18]([N:20]3[C:28]4[CH:27]=[C:26]([OH:29])[C:25]5[CH:30]=[CH:31][CH:32]=[CH:33][C:24]=5[C:23]=4[C@H:22]([CH2:34][Cl:35])[CH2:21]3)=[O:19])[C:12]=2[CH:13]=1)[CH3:47])=[O:60]. The catalyst is C1COCC1. The reactants are [CH3:1][N:2]([CH2:44][CH2:45][NH:46][CH3:47])[C:3](=[O:43])[O:4][C:5]1[C:6]2[CH:42]=[CH:41][CH:40]=[CH:39][C:7]=2[C:8]2[C@H:9]([CH2:37][Cl:38])[CH2:10][N:11]([C:14](=[O:36])[CH2:15][CH2:16][CH2:17][C:18]([N:20]3[C:28]4[CH:27]=[C:26]([OH:29])[C:25]5[CH:30]=[CH:31][CH:32]=[CH:33][C:24]=5[C:23]=4[C@H:22]([CH2:34][Cl:35])[CH2:21]3)=[O:19])[C:12]=2[CH:13]=1.CCN(C(C)C)C(C)C.[Br:57][CH2:58][C:59](Br)=[O:60]. (2) The reactants are [C:1]([C:4]1[CH:13]=[CH:12][C:7]([C:8]([O:10][CH3:11])=[O:9])=[CH:6][CH:5]=1)(=[O:3])[CH3:2].[BH4-].[Na+]. The catalyst is C(O)C. The product is [OH:3][CH:1]([C:4]1[CH:13]=[CH:12][C:7]([C:8]([O:10][CH3:11])=[O:9])=[CH:6][CH:5]=1)[CH3:2]. The yield is 0.850. (3) The reactants are [CH:1]1([C:5]2[C:6]3[CH:27]=[CH:26][CH:25]=[CH:24][C:7]=3[CH2:8][N:9]([S:12]([C:15]3[CH:20]=[CH:19][CH:18]=[CH:17][C:16]=3[N+:21]([O-:23])=[O:22])(=[O:14])=[O:13])[CH2:10][CH:11]=2)[CH2:4][CH2:3][CH2:2]1.C[N+]1([O-])CC[O:32]CC1.Cl.[OH2:37]. The catalyst is CC(C)=O.O=[Os](=O)(=O)=O.C(Cl)Cl. The product is [CH:1]1([C:5]2([OH:32])[CH:11]([OH:37])[CH2:10][N:9]([S:12]([C:15]3[CH:20]=[CH:19][CH:18]=[CH:17][C:16]=3[N+:21]([O-:23])=[O:22])(=[O:14])=[O:13])[CH2:8][C:7]3[CH:24]=[CH:25][CH:26]=[CH:27][C:6]2=3)[CH2:2][CH2:3][CH2:4]1. The yield is 0.800. (4) The reactants are CS(O[CH2:6][CH2:7][N:8]1[CH:12]=[C:11]([C:13]2[CH:18]=[C:17]([C:19]([O:21]C)=[O:20])[CH:16]=[CH:15][N:14]=2)[N:10]=[CH:9]1)(=O)=O.[CH2:23]([C:25]1[CH:32]=[CH:31][CH:30]=[CH:29][C:26]=1[CH2:27][NH2:28])[CH3:24]. No catalyst specified. The product is [CH2:23]([C:25]1[CH:32]=[CH:31][CH:30]=[CH:29][C:26]=1[CH2:27][NH:28][CH2:6][CH2:7][N:8]1[CH:12]=[C:11]([C:13]2[CH:18]=[C:17]([C:19]([OH:21])=[O:20])[CH:16]=[CH:15][N:14]=2)[N:10]=[CH:9]1)[CH3:24]. The yield is 0.870. (5) The reactants are [CH:1](=[O:6])[CH2:2][CH:3]([CH3:5])[CH3:4].[CH2:7](O)[CH2:8][CH2:9][OH:10].[O-]S([O-])(=O)=O.[Na+].[Na+]. The catalyst is C(Cl)Cl. The product is [CH2:2]([CH:1]1[O:10][CH2:9][CH2:8][CH2:7][O:6]1)[CH:3]([CH3:5])[CH3:4]. The yield is 0.980. (6) The reactants are [F:1][C:2]1[CH:7]=[CH:6][C:5]([C:8]2[CH:12]=[C:11]([CH:13]3[CH2:18][CH2:17][O:16][CH2:15][CH2:14]3)[N:10]([CH3:19])[N:9]=2)=[CH:4][CH:3]=1.C1C(=O)N([Br:27])C(=O)C1. The catalyst is C(Cl)Cl. The product is [Br:27][C:12]1[C:8]([C:5]2[CH:6]=[CH:7][C:2]([F:1])=[CH:3][CH:4]=2)=[N:9][N:10]([CH3:19])[C:11]=1[CH:13]1[CH2:18][CH2:17][O:16][CH2:15][CH2:14]1. The yield is 0.840.